Dataset: Catalyst prediction with 721,799 reactions and 888 catalyst types from USPTO. Task: Predict which catalyst facilitates the given reaction. (1) Reactant: C(S[C:4]1[N:9]([CH2:10][C:11]2[CH:16]=[CH:15][C:14]([CH3:17])=[CH:13][CH:12]=2)[C:8](=[O:18])[N:7]([CH2:19][CH2:20][C:21]([O:23][CH2:24][CH3:25])=[O:22])[C:6](=[O:26])[N:5]=1)C.[Cl:27][C:28]1[CH:29]=[C:30]([CH:32]=[CH:33][C:34]=1[O:35][CH:36]([CH3:38])[CH3:37])[NH2:31].C(O)(=O)C.C(=O)(O)[O-].[Na+]. Product: [Cl:27][C:28]1[CH:29]=[C:30]([N:31]=[C:4]2[N:9]([CH2:10][C:11]3[CH:12]=[CH:13][C:14]([CH3:17])=[CH:15][CH:16]=3)[C:8](=[O:18])[N:7]([CH2:19][CH2:20][C:21]([O:23][CH2:24][CH3:25])=[O:22])[C:6](=[O:26])[NH:5]2)[CH:32]=[CH:33][C:34]=1[O:35][CH:36]([CH3:38])[CH3:37]. The catalyst class is: 107. (2) Reactant: FC(F)(F)C([O-])=O.[CH2:8]([O:15][C:16]([NH:18][C@H:19]([C:28]1[NH:29][C:30]([I:33])=[CH:31][NH+:32]=1)[CH2:20][CH2:21][CH2:22][CH2:23][CH2:24][C:25]([OH:27])=O)=[O:17])[C:9]1[CH:14]=[CH:13][CH:12]=[CH:11][CH:10]=1.CN.[CH3:36][N:37](C(ON1N=NC2C=CC=CC1=2)=[N+](C)C)C.F[P-](F)(F)(F)(F)F. Product: [I:33][C:30]1[NH:29][C:28]([C@@H:19]([NH:18][C:16](=[O:17])[O:15][CH2:8][C:9]2[CH:10]=[CH:11][CH:12]=[CH:13][CH:14]=2)[CH2:20][CH2:21][CH2:22][CH2:23][CH2:24][C:25]([NH:37][CH3:36])=[O:27])=[N:32][CH:31]=1. The catalyst class is: 3.